From a dataset of Forward reaction prediction with 1.9M reactions from USPTO patents (1976-2016). Predict the product of the given reaction. (1) Given the reactants C(OC([N:11]1[CH2:16][CH2:15][C@H:14]([CH:17]2[CH2:19][CH2:18]2)[C@@H:13]([NH:20][P:21]([O:26][CH2:27][CH3:28])([O:23][CH2:24][CH3:25])=[O:22])[CH2:12]1)=O)C1C=CC=CC=1.N#N, predict the reaction product. The product is: [CH2:24]([O:23][P:21]([NH:20][C@@H:13]1[C@@H:14]([CH:17]2[CH2:19][CH2:18]2)[CH2:15][CH2:16][NH:11][CH2:12]1)(=[O:22])[O:26][CH2:27][CH3:28])[CH3:25]. (2) Given the reactants [CH3:1][C@@H:2]1[CH2:7][N:6]([C:8]2[O:9][C:10]3[C:15]([C:16](=[O:18])[CH:17]=2)=[CH:14][C:13]([C:19]([O:21][CH3:22])=[O:20])=[CH:12][C:11]=3[CH:23]2[CH2:27][CH2:26][CH2:25][NH:24]2)[CH2:5][CH2:4][O:3]1.CC1(C)[C:31]2[CH:32]=[CH:33][CH:34]=[C:35](P([C:30]3[CH:35]=[CH:34][CH:33]=[CH:32][CH:31]=3)[C:30]3[CH:35]=[CH:34][CH:33]=[CH:32][CH:31]=3)[C:30]=2O[C:35]2[C:30]1=[CH:31][CH:32]=[CH:33][C:34]=2P([C:30]1[CH:35]=[CH:34][CH:33]=[CH:32][CH:31]=1)[C:30]1[CH:35]=[CH:34][CH:33]=[CH:32][CH:31]=1.BrC1C=CC=CC=1.C(=O)([O-])[O-].[Cs+].[Cs+], predict the reaction product. The product is: [CH3:1][C@@H:2]1[CH2:7][N:6]([C:8]2[O:9][C:10]3[C:15]([C:16](=[O:18])[CH:17]=2)=[CH:14][C:13]([C:19]([O:21][CH3:22])=[O:20])=[CH:12][C:11]=3[CH:23]2[CH2:27][CH2:26][CH2:25][N:24]2[C:30]2[CH:35]=[CH:34][CH:33]=[CH:32][CH:31]=2)[CH2:5][CH2:4][O:3]1. (3) Given the reactants [Cl:1][C:2]1[CH:7]=[CH:6][C:5]([C:8]2[NH:9][C:10]3[C:15]([C:16]=2[CH2:17][C:18]([OH:20])=[O:19])=[CH:14][C:13]([O:21]C)=[CH:12][CH:11]=3)=[CH:4][C:3]=1[S:23](=[O:32])(=[O:31])[NH:24][CH:25]1[CH2:30][CH2:29][CH2:28][CH2:27][CH2:26]1.CCOC(C)=O.C([O-])(O)=O.[Na+], predict the reaction product. The product is: [Cl:1][C:2]1[CH:7]=[CH:6][C:5]([C:8]2[NH:9][C:10]3[C:15]([C:16]=2[CH2:17][C:18]([OH:20])=[O:19])=[CH:14][C:13]([OH:21])=[CH:12][CH:11]=3)=[CH:4][C:3]=1[S:23](=[O:32])(=[O:31])[NH:24][CH:25]1[CH2:30][CH2:29][CH2:28][CH2:27][CH2:26]1. (4) Given the reactants [C:1]([O:4][CH2:5][C:6]1[C:7]([N:21]2[N:30]=[CH:29][C:28]3[C:23](=[C:24]([F:35])[CH:25]=[C:26]([C:31]([CH3:34])([CH3:33])[CH3:32])[CH:27]=3)[C:22]2=[O:36])=[N:8][CH:9]=[CH:10][C:11]=1B1OC(C)(C)C(C)(C)O1)(=[O:3])[CH3:2].Br[C:38]1[CH:39]=[C:40]([NH:46][C:47]2[CH:51]=[C:50]([CH3:52])[O:49][N:48]=2)[C:41](=[O:45])[N:42]([CH3:44])[CH:43]=1.[O-]P([O-])([O-])=O.[K+].[K+].[K+].C([O-])(=O)C.[Na+], predict the reaction product. The product is: [C:1]([O:4][CH2:5][C:6]1[C:7]([N:21]2[N:30]=[CH:29][C:28]3[C:23](=[C:24]([F:35])[CH:25]=[C:26]([C:31]([CH3:34])([CH3:33])[CH3:32])[CH:27]=3)[C:22]2=[O:36])=[N:8][CH:9]=[CH:10][C:11]=1[C:38]1[CH:39]=[C:40]([NH:46][C:47]2[CH:51]=[C:50]([CH3:52])[O:49][N:48]=2)[C:41](=[O:45])[N:42]([CH3:44])[CH:43]=1)(=[O:3])[CH3:2]. (5) Given the reactants N#N.[CH3:3][O:4][C@H:5]1[CH2:10][CH2:9][C@H:8]([NH:11]C(=O)OC(C)(C)C)[CH2:7][CH2:6]1.[ClH:19], predict the reaction product. The product is: [ClH:19].[CH3:3][O:4][C@H:5]1[CH2:10][CH2:9][C@H:8]([NH2:11])[CH2:7][CH2:6]1. (6) Given the reactants [CH2:1](B(O)O)[CH2:2][CH2:3][CH3:4].[CH2:8]([O:15][C:16]1[C:25](=[O:26])[C:24]2[C:19](=[CH:20][C:21](I)=[CH:22][CH:23]=2)[O:18][C:17]=1[C:28]1[CH:33]=[C:32]([O:34][CH3:35])[C:31]([O:36][CH3:37])=[C:30]([O:38][CH3:39])[CH:29]=1)[C:9]1[CH:14]=[CH:13][CH:12]=[CH:11][CH:10]=1, predict the reaction product. The product is: [CH2:8]([O:15][C:16]1[C:25](=[O:26])[C:24]2[C:19](=[CH:20][C:21]([CH2:1][CH2:2][CH2:3][CH3:4])=[CH:22][CH:23]=2)[O:18][C:17]=1[C:28]1[CH:33]=[C:32]([O:34][CH3:35])[C:31]([O:36][CH3:37])=[C:30]([O:38][CH3:39])[CH:29]=1)[C:9]1[CH:14]=[CH:13][CH:12]=[CH:11][CH:10]=1. (7) Given the reactants [Cl:1][C:2]1[CH:9]=[CH:8][C:5]([CH2:6][NH2:7])=[CH:4][CH:3]=1.C[Al](C)C.C([O:16][C:17]([C:19]1[C:20]([CH3:34])=[N:21][C:22]([N:28]2[CH2:33][CH2:32][O:31][CH2:30][CH2:29]2)=[CH:23][C:24]=1[CH2:25][CH2:26][CH3:27])=O)C, predict the reaction product. The product is: [Cl:1][C:2]1[CH:9]=[CH:8][C:5]([CH2:6][NH:7][C:17]([C:19]2[C:20]([CH3:34])=[N:21][C:22]([N:28]3[CH2:33][CH2:32][O:31][CH2:30][CH2:29]3)=[CH:23][C:24]=2[CH2:25][CH2:26][CH3:27])=[O:16])=[CH:4][CH:3]=1.